This data is from Merck oncology drug combination screen with 23,052 pairs across 39 cell lines. The task is: Regression. Given two drug SMILES strings and cell line genomic features, predict the synergy score measuring deviation from expected non-interaction effect. Drug 1: CCN(CC)CCNC(=O)c1c(C)[nH]c(C=C2C(=O)Nc3ccc(F)cc32)c1C. Drug 2: CC(C)CC(NC(=O)C(Cc1ccccc1)NC(=O)c1cnccn1)B(O)O. Cell line: A427. Synergy scores: synergy=-3.70.